This data is from Acute oral toxicity (LD50) regression data from Zhu et al.. The task is: Regression/Classification. Given a drug SMILES string, predict its toxicity properties. Task type varies by dataset: regression for continuous values (e.g., LD50, hERG inhibition percentage) or binary classification for toxic/non-toxic outcomes (e.g., AMES mutagenicity, cardiotoxicity, hepatotoxicity). Dataset: ld50_zhu. (1) The molecule is CC(CCN(C)C)N(C)C. The rat oral LD50 is 2.28, given as -log10 of the dose in mol/kg body weight (higher means more acutely toxic). (2) The drug is CCCSP(=O)(OCC)Oc1cnn(-c2ccc(Cl)cc2)c1. The rat oral LD50 is 3.18, given as -log10 of the dose in mol/kg body weight (higher means more acutely toxic).